This data is from Full USPTO retrosynthesis dataset with 1.9M reactions from patents (1976-2016). The task is: Predict the reactants needed to synthesize the given product. Given the product [F:16][C:17]1[CH:22]=[CH:21][C:20]([C:23]2[N:24]=[CH:25][N:26]3[C:35]=2[CH:34]=[C:33]2[C@@:28]([CH3:38])([C@@H:29]([CH:36]([OH:37])[C:2]4[S:6][C:5]([C:7]([O:9][CH3:10])=[O:8])=[CH:4][CH:3]=4)[CH2:30][CH2:31][CH2:32]2)[CH2:27]3)=[CH:19][CH:18]=1, predict the reactants needed to synthesize it. The reactants are: I[C:2]1[S:6][C:5]([C:7]([O:9][CH3:10])=[O:8])=[CH:4][CH:3]=1.C([Mg]Cl)(C)C.[F:16][C:17]1[CH:22]=[CH:21][C:20]([C:23]2[N:24]=[CH:25][N:26]3[C:35]=2[CH:34]=[C:33]2[C@@:28]([CH3:38])([C@@H:29]([CH:36]=[O:37])[CH2:30][CH2:31][CH2:32]2)[CH2:27]3)=[CH:19][CH:18]=1.[Cl-].[NH4+].